From a dataset of CYP2D6 inhibition data for predicting drug metabolism from PubChem BioAssay. Regression/Classification. Given a drug SMILES string, predict its absorption, distribution, metabolism, or excretion properties. Task type varies by dataset: regression for continuous measurements (e.g., permeability, clearance, half-life) or binary classification for categorical outcomes (e.g., BBB penetration, CYP inhibition). Dataset: cyp2d6_veith. (1) The molecule is COC(=O)[C@@]1(Cc2ccc(F)cc2)[C@H]2c3cc(C(=O)N(C)C)n(Cc4c(CO)[nH]cc(C)c4=O)c3C[C@H]2CN1C(=O)c1ccccc1. The result is 1 (inhibitor). (2) The drug is NC(=O)c1nn(-c2ccccc2)c(=O)cc1O. The result is 0 (non-inhibitor). (3) The compound is Cc1sc(NC(=O)C(C)C)c(C(=O)Nc2ccccc2)c1C. The result is 0 (non-inhibitor).